From a dataset of Catalyst prediction with 721,799 reactions and 888 catalyst types from USPTO. Predict which catalyst facilitates the given reaction. (1) Reactant: [CH3:1][O:2][C:3]1[CH:4]=[CH:5][C:6]2[C:15]3[NH:14][CH2:13][CH2:12][CH2:11][C:10]=3[C:9](=[O:16])[NH:8][C:7]=2[CH:17]=1.O1CCOCC1.[ClH:24]. Product: [ClH:24].[CH3:1][O:2][C:3]1[CH:4]=[CH:5][C:6]2[C:15]3[NH:14][CH2:13][CH2:12][CH2:11][C:10]=3[C:9](=[O:16])[NH:8][C:7]=2[CH:17]=1. The catalyst class is: 12. (2) Product: [N+:1]([C:4]1[CH:5]=[C:6]([CH2:10][C:11]([NH:37][CH:35]2[CH2:36][O:33][CH2:34]2)=[O:13])[CH:7]=[CH:8][CH:9]=1)([O-:3])=[O:2]. Reactant: [N+:1]([C:4]1[CH:5]=[C:6]([CH2:10][C:11]([OH:13])=O)[CH:7]=[CH:8][CH:9]=1)([O-:3])=[O:2].C1N=CN(C(N2C=NC=C2)=O)C=1.C(N(CC)CC)C.[O:33]1[CH2:36][CH:35]([NH2:37])[CH2:34]1. The catalyst class is: 1. (3) Reactant: C1[O:19][CH:4]([C:5]2[CH:10]=[CH:9][C:8]([O:11][C:12]3[CH:17]=[CH:16][C:15]([NH2:18])=[CH:14][N:13]=3)=[CH:7][CH:6]=2)OC1.C(N(CC)CC)C.[Cl:27][C:28]1[CH:29]=[C:30]([CH:34]=[CH:35][C:36]=1[Cl:37])[C:31](Cl)=[O:32]. Product: [CH:4]([C:5]1[CH:6]=[CH:7][C:8]([O:11][C:12]2[CH:17]=[CH:16][C:15]([NH:18][C:31](=[O:32])[C:30]3[CH:34]=[CH:35][C:36]([Cl:37])=[C:28]([Cl:27])[CH:29]=3)=[CH:14][N:13]=2)=[CH:9][CH:10]=1)=[O:19]. The catalyst class is: 1. (4) Product: [Cl:8][C:9]1[C:18]([CH2:19][CH2:20][CH2:21][O:22][CH3:23])=[CH:17][C:16]([CH2:24][CH2:25][CH2:26][O:27][CH3:28])=[CH:15][C:10]=1[C:11]([O:13][CH3:14])=[O:12]. The catalyst class is: 25. Reactant: C1(C)C=CC=CC=1.[Cl:8][C:9]1[C:18](/[CH:19]=[CH:20]/[CH2:21][O:22][CH3:23])=[CH:17][C:16](/[CH:24]=[CH:25]/[CH2:26][O:27][CH3:28])=[CH:15][C:10]=1[C:11]([O:13][CH3:14])=[O:12]. (5) Reactant: [N:1]1([C:6]2[CH:25]=[CH:24][C:9]([CH2:10][C:11]3[C:12]([CH3:23])=[CH:13][C:14]([CH:21]=O)=[C:15]([CH:20]=3)[C:16](OC)=[O:17])=[CH:8][CH:7]=2)[CH:5]=[CH:4][CH:3]=[N:2]1.Cl.[NH2:27][C@H:28]1[CH2:32][CH2:31][CH2:30][C@@H:29]1[OH:33].C(N(CC)CC)C.S([O-])([O-])(=O)=O.[Mg+2]. Product: [OH:33][C@H:29]1[CH2:30][CH2:31][CH2:32][C@@H:28]1[N:27]1[CH2:21][C:14]2[C:15](=[CH:20][C:11]([CH2:10][C:9]3[CH:8]=[CH:7][C:6]([N:1]4[CH:5]=[CH:4][CH:3]=[N:2]4)=[CH:25][CH:24]=3)=[C:12]([CH3:23])[CH:13]=2)[C:16]1=[O:17]. The catalyst class is: 1. (6) Reactant: [Cl:1][C:2]1[CH:7]=[CH:6][C:5]([C:8]([C:11]2[N:15]([C:16]3[CH:21]=[CH:20][C:19]([F:22])=[CH:18][CH:17]=3)[C:14]([S:23][CH2:24][C:25]3[C:30]([F:31])=[CH:29][C:28]([S:32]([NH2:35])(=[O:34])=[O:33])=[CH:27][C:26]=3[F:36])=[N:13][CH:12]=2)([CH3:10])[CH3:9])=[CH:4][C:3]=1[O:37][CH3:38].Cl[C:40]([O:42][CH2:43][CH3:44])=[O:41].CCN(CC)CC. Product: [Cl:1][C:2]1[CH:7]=[CH:6][C:5]([C:8]([C:11]2[N:15]([C:16]3[CH:21]=[CH:20][C:19]([F:22])=[CH:18][CH:17]=3)[C:14]([S:23][CH2:24][C:25]3[C:26]([F:36])=[CH:27][C:28]([S:32]([NH:35][C:40](=[O:41])[O:42][CH2:43][CH3:44])(=[O:34])=[O:33])=[CH:29][C:30]=3[F:31])=[N:13][CH:12]=2)([CH3:10])[CH3:9])=[CH:4][C:3]=1[O:37][CH3:38]. The catalyst class is: 91. (7) Reactant: [CH2:1]([S:3]([NH:6][C@@H:7]([CH:11]([CH3:13])[CH3:12])[C:8]([OH:10])=O)(=[O:5])=[O:4])[CH3:2].[CH2:14]([O:21][C:22]1[C:27]([O:28][CH3:29])=[CH:26][C:25]([CH2:30][CH2:31][NH2:32])=[CH:24][C:23]=1[Br:33])[C:15]1[CH:20]=[CH:19][CH:18]=[CH:17][CH:16]=1.C(N(CC)C(C)C)(C)C.F[P-](F)(F)(F)(F)F.N1(O[P+](N(C)C)(N(C)C)N(C)C)C2C=CC=CC=2N=N1. Product: [CH2:14]([O:21][C:22]1[C:27]([O:28][CH3:29])=[CH:26][C:25]([CH2:30][CH2:31][NH:32][C:8](=[O:10])[C@@H:7]([NH:6][S:3]([CH2:1][CH3:2])(=[O:4])=[O:5])[CH:11]([CH3:13])[CH3:12])=[CH:24][C:23]=1[Br:33])[C:15]1[CH:16]=[CH:17][CH:18]=[CH:19][CH:20]=1. The catalyst class is: 35. (8) Reactant: [CH3:1][O:2][C:3](=[O:16])[C:4]1[C:9]([N+:10]([O-:12])=[O:11])=[CH:8][CH:7]=[CH:6][C:5]=1[C:13](=[O:15])[CH3:14].[Br:17]C1(Br)C(=O)NC(=O)NC1=O.CCOC(C)=O. Product: [CH3:1][O:2][C:3](=[O:16])[C:4]1[C:9]([N+:10]([O-:12])=[O:11])=[CH:8][CH:7]=[CH:6][C:5]=1[C:13](=[O:15])[CH2:14][Br:17]. The catalyst class is: 1. (9) Reactant: [Si:1]([O:8][C@@H:9]([CH:31]1[CH2:39][C:38]2[C:33](=[CH:34][CH:35]=[CH:36][CH:37]=2)[CH2:32]1)/[CH:10]=[CH:11]/[C@H:12]1[C@@H:16]([F:17])[CH2:15][C:14](=[O:18])[C@@H:13]1[CH2:19]/[CH:20]=[CH:21]\[CH2:22][CH2:23][CH2:24][C:25]([O:27]C(C)C)=[O:26])([C:4]([CH3:7])([CH3:6])[CH3:5])([CH3:3])[CH3:2].CC(OI1(OC(C)=O)(OC(C)=O)OC(=O)C2C=CC=CC1=2)=O. Product: [Si:1]([O:8][C@@H:9]([CH:31]1[CH2:32][C:33]2[C:38](=[CH:37][CH:36]=[CH:35][CH:34]=2)[CH2:39]1)/[CH:10]=[CH:11]/[C@H:12]1[C@@H:16]([F:17])[CH2:15][C:14](=[O:18])[C@@H:13]1[CH2:19]/[CH:20]=[CH:21]\[CH2:22][CH2:23][CH2:24][C:25]([OH:27])=[O:26])([C:4]([CH3:7])([CH3:6])[CH3:5])([CH3:3])[CH3:2]. The catalyst class is: 2.